From a dataset of Reaction yield outcomes from USPTO patents with 853,638 reactions. Predict the reaction yield, written as a fraction of the theoretical maximum amount of product (1.0 means a 100% yield; for example, 0.34 means a 34% yield). The reactants are C1COCC1.[F:6][C:7]1[CH:12]=[CH:11][CH:10]=[C:9]([F:13])[C:8]=1[N:14]1[C:19]2[N:20]=[C:21]([NH:39][CH2:40][C:41]3[NH:42][CH:43]=[CH:44][N:45]=3)[N:22]=[C:23]([C:24]3[CH:25]=[C:26]([CH:35]=[CH:36][C:37]=3[CH3:38])[C:27]([NH:29][C:30]3[S:31][CH:32]=[CH:33][N:34]=3)=[O:28])[C:18]=2[CH:17]=[CH:16][C:15]1=[O:46].[CH3:47][C:48]1[CH:53]=[CH:52][C:51]([S:54]([OH:57])(=[O:56])=[O:55])=[CH:50][CH:49]=1. The catalyst is O. The product is [CH3:47][C:48]1[CH:49]=[CH:50][C:51]([S:54]([OH:57])(=[O:56])=[O:55])=[CH:52][CH:53]=1.[F:6][C:7]1[CH:12]=[CH:11][CH:10]=[C:9]([F:13])[C:8]=1[N:14]1[C:19]2[N:20]=[C:21]([NH:39][CH2:40][C:41]3[NH:45][CH:44]=[CH:43][N:42]=3)[N:22]=[C:23]([C:24]3[CH:25]=[C:26]([CH:35]=[CH:36][C:37]=3[CH3:38])[C:27]([NH:29][C:30]3[S:31][CH:32]=[CH:33][N:34]=3)=[O:28])[C:18]=2[CH:17]=[CH:16][C:15]1=[O:46]. The yield is 0.329.